From a dataset of Catalyst prediction with 721,799 reactions and 888 catalyst types from USPTO. Predict which catalyst facilitates the given reaction. (1) Reactant: C[O:2][C:3]1[CH:4]=[C:5]([C:14]2[C:15]([C:30]([O:32][CH2:33][CH3:34])=[O:31])=[C:16]([C:19]3[C:20]([C:26]([F:29])([F:28])[F:27])=[N+:21]([O-:25])[CH:22]=[CH:23][CH:24]=3)[O:17][CH:18]=2)[CH:6]=[C:7]([N+:11]([O-:13])=[O:12])[C:8]=1[O:9]C.B(Br)(Br)Br. Product: [OH:2][C:3]1[CH:4]=[C:5]([C:14]2[C:15]([C:30]([O:32][CH2:33][CH3:34])=[O:31])=[C:16]([C:19]3[C:20]([C:26]([F:28])([F:29])[F:27])=[N+:21]([O-:25])[CH:22]=[CH:23][CH:24]=3)[O:17][CH:18]=2)[CH:6]=[C:7]([N+:11]([O-:13])=[O:12])[C:8]=1[OH:9]. The catalyst class is: 4. (2) Reactant: [OH-].[Na+].[CH3:3][N:4]1[CH2:9][CH2:8][CH:7]([CH2:10][N:11]2[CH:15]=[C:14](/[CH:16]=[CH:17]/[C:18]([O:20]C)=[O:19])[CH:13]=[N:12]2)[CH2:6][CH2:5]1. Product: [CH3:3][N:4]1[CH2:9][CH2:8][CH:7]([CH2:10][N:11]2[CH:15]=[C:14](/[CH:16]=[CH:17]/[C:18]([OH:20])=[O:19])[CH:13]=[N:12]2)[CH2:6][CH2:5]1. The catalyst class is: 92. (3) Reactant: [F:1][C:2]1[CH:7]=[C:6]([F:8])[CH:5]=[CH:4][C:3]=1[N:9]1[C:13]([C:14]2[S:23][C:22]3[C:21]4[N:24]=[C:25]([C:28]5[CH:29]=[N:30][C:31](F)=[CH:32][CH:33]=5)[CH:26]=[CH:27][C:20]=4[O:19][CH2:18][CH2:17][C:16]=3[CH:15]=2)=[N:12][CH:11]=[N:10]1.[CH3:35][NH:36][CH3:37].CCN(C(C)C)C(C)C. Product: [F:1][C:2]1[CH:7]=[C:6]([F:8])[CH:5]=[CH:4][C:3]=1[N:9]1[C:13]([C:14]2[S:23][C:22]3[C:21]4[N:24]=[C:25]([C:28]5[CH:33]=[CH:32][C:31]([N:36]([CH3:37])[CH3:35])=[N:30][CH:29]=5)[CH:26]=[CH:27][C:20]=4[O:19][CH2:18][CH2:17][C:16]=3[CH:15]=2)=[N:12][CH:11]=[N:10]1. The catalyst class is: 37. (4) Reactant: CN(C=O)C.C[O-].[K+].[N+:9]([C:12]1[CH:17]=[CH:16][CH:15]=[C:14]([CH3:18])[C:13]=1[CH3:19])([O-:11])=[O:10].[N:20](OCCCC)=[O:21]. Product: [CH3:18][C:14]1[CH:15]=[CH:16][CH:17]=[C:12]([N+:9]([O-:11])=[O:10])[C:13]=1[CH:19]=[N:20][OH:21]. The catalyst class is: 86. (5) Reactant: [Cl:1][C:2]1[CH:3]=[C:4]([S:9]([N:12]([CH2:22][C:23]([O:25]C(C)(C)C)=[O:24])[C:13]2[CH:14]=[C:15]3[C:19](=[CH:20][CH:21]=2)[NH:18][CH2:17][CH2:16]3)(=[O:11])=[O:10])[CH:5]=[C:6]([Cl:8])[CH:7]=1.C(=O)([O-])[O-].[K+].[K+].[N:36]1[CH:41]=[CH:40][CH:39]=[C:38]([N:42]=[C:43]=[O:44])[CH:37]=1.O. Product: [Cl:1][C:2]1[CH:3]=[C:4]([S:9]([N:12]([CH2:22][C:23]([OH:25])=[O:24])[C:13]2[CH:14]=[C:15]3[C:19](=[CH:20][CH:21]=2)[N:18]([C:43](=[O:44])[NH:42][C:38]2[CH:37]=[N:36][CH:41]=[CH:40][CH:39]=2)[CH2:17][CH2:16]3)(=[O:10])=[O:11])[CH:5]=[C:6]([Cl:8])[CH:7]=1. The catalyst class is: 4. (6) Reactant: [O:1]1[C:5]([C:6]2[CH:11]=[CH:10][C:9]([NH:12][NH2:13])=[CH:8][CH:7]=2)=[CH:4][N:3]=[CH:2]1.[C:14]([C:22]1[CH:27]=[CH:26][N:25]=[CH:24][CH:23]=1)(=O)[C:15]1[CH:20]=[CH:19][CH:18]=[CH:17][CH:16]=1. Product: [O:1]1[C:5]([C:6]2[CH:7]=[CH:8][C:9]([NH:12][N:13]=[C:14]([C:22]3[CH:27]=[CH:26][N:25]=[CH:24][CH:23]=3)[C:15]3[CH:16]=[CH:17][CH:18]=[CH:19][CH:20]=3)=[CH:10][CH:11]=2)=[CH:4][N:3]=[CH:2]1. The catalyst class is: 8. (7) Reactant: [CH2:1]([N:8]1[CH2:12][CH:11]2[CH2:13][N:14]([C:16]3[C:17]([CH3:33])=[C:18]([CH3:32])[C:19]4[N:20]([CH:22]=[C:23]([C:25]5[CH:30]=[CH:29][C:28]([F:31])=[CH:27][CH:26]=5)[N:24]=4)[N:21]=3)[CH2:15][CH:10]2[CH2:9]1)[C:2]1[CH:7]=[CH:6][CH:5]=[CH:4][CH:3]=1.[I:34]Cl.C(=O)([O-])O.[Na+].S([O-])([O-])(=O)=S.[Na+].[Na+]. Product: [CH2:1]([N:8]1[CH2:12][CH:11]2[CH2:13][N:14]([C:16]3[C:17]([CH3:33])=[C:18]([CH3:32])[C:19]4[N:20]([C:22]([I:34])=[C:23]([C:25]5[CH:26]=[CH:27][C:28]([F:31])=[CH:29][CH:30]=5)[N:24]=4)[N:21]=3)[CH2:15][CH:10]2[CH2:9]1)[C:2]1[CH:7]=[CH:6][CH:5]=[CH:4][CH:3]=1. The catalyst class is: 147. (8) Reactant: [CH3:1][C:2]1([CH3:32])[C:10]2[C:5](=[CH:6][CH:7]=[C:8]([O:11][C:12]3[N:17]=[CH:16][C:15]([NH:18][C:19]([C@H:21]([NH:24]C(=O)OC(C)(C)C)[CH2:22][CH3:23])=[O:20])=[CH:14][CH:13]=3)[CH:9]=2)[CH2:4][O:3]1.C([O-])(O)=O.[Na+]. Product: [NH2:24][C@H:21]([CH2:22][CH3:23])[C:19]([NH:18][C:15]1[CH:16]=[N:17][C:12]([O:11][C:8]2[CH:9]=[C:10]3[C:5](=[CH:6][CH:7]=2)[CH2:4][O:3][C:2]3([CH3:1])[CH3:32])=[CH:13][CH:14]=1)=[O:20]. The catalyst class is: 2.